This data is from Peptide-MHC class II binding affinity with 134,281 pairs from IEDB. The task is: Regression. Given a peptide amino acid sequence and an MHC pseudo amino acid sequence, predict their binding affinity value. This is MHC class II binding data. (1) The peptide sequence is ALLTSRLTGLALRNR. The MHC is DRB1_0405 with pseudo-sequence DRB1_0405. The binding affinity (normalized) is 0.601. (2) The peptide sequence is CKTLTPLMSSKFPEL. The MHC is HLA-DQA10104-DQB10503 with pseudo-sequence HLA-DQA10104-DQB10503. The binding affinity (normalized) is 0.0637.